From a dataset of Reaction yield outcomes from USPTO patents with 853,638 reactions. Predict the reaction yield, written as a fraction of the theoretical maximum amount of product (1.0 means a 100% yield; for example, 0.34 means a 34% yield). No catalyst specified. The reactants are [NH:1]1[CH2:6][CH2:5][CH2:4][C@H:3]([N:7]2[CH:11]=[C:10]([O:12][C:13]3[N:14]=[C:15]([OH:23])[C:16]4[CH:22]=[CH:21][N:20]=[CH:19][C:17]=4[N:18]=3)[CH:9]=[N:8]2)[CH2:2]1.[C:24](Cl)(=[O:26])[CH3:25]. The yield is 0.600. The product is [OH:23][C:15]1[C:16]2[CH:22]=[CH:21][N:20]=[CH:19][C:17]=2[N:18]=[C:13]([O:12][C:10]2[CH:9]=[N:8][N:7]([C@H:3]3[CH2:4][CH2:5][CH2:6][N:1]([C:24](=[O:26])[CH3:25])[CH2:2]3)[CH:11]=2)[N:14]=1.